This data is from HIV replication inhibition screening data with 41,000+ compounds from the AIDS Antiviral Screen. The task is: Binary Classification. Given a drug SMILES string, predict its activity (active/inactive) in a high-throughput screening assay against a specified biological target. (1) The molecule is CC(=O)OCCSSCCOC(C)=O. The result is 0 (inactive). (2) The drug is CCOC(=O)CNC(=O)C(CSSCC(NC(=O)OCc1ccccc1)C(=O)O)NC(=O)OCc1ccccc1. The result is 0 (inactive). (3) The drug is O=C1OC(C2Cc3ccc4c(c3C2=O)CCC4)c2ccccc21. The result is 0 (inactive). (4) The drug is CC(O)C(NC(=O)C(CCCN)NC(=O)C(CC(O)CNC(=N)N)NC(=O)C(N)CCCNC(=N)N)C(=O)NC(CCCN)C(=O)NC(CC(O)CNC(=N)N)C(=O)NC(Cc1ccc(O)cc1)C(=O)O.CC(O)C(NC(=O)C(CCCN)NC(=O)C(CC(O)CNC(=N)N)NC(=O)C(N)CCCNC(=N)N)C(=O)NC(CCCN)C(=O)NC(CCCCN)C(=O)NC(Cc1ccc(O)cc1)C(=O)O. The result is 0 (inactive).